Dataset: Forward reaction prediction with 1.9M reactions from USPTO patents (1976-2016). Task: Predict the product of the given reaction. The product is: [C:24]([CH:31]1[CH2:36][C:35]2([CH2:39][NH2:40])[CH2:34][CH2:33][C:32]1([C:41]#[N:42])[CH2:38][CH2:37]2)([O:26][C:27]([CH3:30])([CH3:29])[CH3:28])=[O:25]. Given the reactants [OH-].COC(NS([N+](CC)(CC)CC)(=O)=O)=O.C(Cl)(Cl)Cl.CO.O.[C:24]([CH:31]1[CH2:36][C:35]2([CH2:39][NH2:40])[CH2:37][CH2:38][C:32]1([CH2:41][NH2:42])[CH2:33][CH2:34]2)([O:26][C:27]([CH3:30])([CH3:29])[CH3:28])=[O:25], predict the reaction product.